Task: Predict the product of the given reaction.. Dataset: Forward reaction prediction with 1.9M reactions from USPTO patents (1976-2016) (1) Given the reactants Cl[C:2]1[CH:7]=[C:6]([O:8][C:9]2[C:18]3[C:13](=[CH:14][CH:15]=[CH:16][CH:17]=3)[C:12]([NH2:19])=[CH:11][CH:10]=2)[CH:5]=[CH:4][N:3]=1.[NH2:20][C:21]1[CH:22]=[C:23]([CH:35]=[C:36]([O:38][CH3:39])[CH:37]=1)[C:24]([NH:26][CH2:27][CH2:28][N:29]1[CH2:34][CH2:33][O:32][CH2:31][CH2:30]1)=[O:25].Cl.O1CCOCC1, predict the reaction product. The product is: [NH2:19][C:12]1[C:13]2[C:18](=[CH:17][CH:16]=[CH:15][CH:14]=2)[C:9]([O:8][C:6]2[CH:5]=[CH:4][N:3]=[C:2]([NH:20][C:21]3[CH:22]=[C:23]([CH:35]=[C:36]([O:38][CH3:39])[CH:37]=3)[C:24]([NH:26][CH2:27][CH2:28][N:29]3[CH2:34][CH2:33][O:32][CH2:31][CH2:30]3)=[O:25])[CH:7]=2)=[CH:10][CH:11]=1. (2) Given the reactants [CH3:1][C:2]1[CH:11]=[C:10]([N:12]2[CH:16]=[CH:15][CH:14]=[CH:13]2)[C:9]([S:17]([CH3:20])(=[O:19])=[O:18])=[CH:8][C:3]=1[C:4](OC)=[O:5].[NH2:21][C:22]([NH2:24])=[NH:23], predict the reaction product. The product is: [NH2:23][C:22]([NH2:24])=[N:21][C:4](=[O:5])[C:3]1[CH:8]=[C:9]([S:17]([CH3:20])(=[O:19])=[O:18])[C:10]([N:12]2[CH:16]=[CH:15][CH:14]=[CH:13]2)=[CH:11][C:2]=1[CH3:1].